This data is from NCI-60 drug combinations with 297,098 pairs across 59 cell lines. The task is: Regression. Given two drug SMILES strings and cell line genomic features, predict the synergy score measuring deviation from expected non-interaction effect. (1) Drug 2: CN1C2=C(C=C(C=C2)N(CCCl)CCCl)N=C1CCCC(=O)O.Cl. Cell line: U251. Drug 1: CCC(=C(C1=CC=CC=C1)C2=CC=C(C=C2)OCCN(C)C)C3=CC=CC=C3.C(C(=O)O)C(CC(=O)O)(C(=O)O)O. Synergy scores: CSS=4.03, Synergy_ZIP=-5.79, Synergy_Bliss=-11.5, Synergy_Loewe=-1.66, Synergy_HSA=-6.83. (2) Synergy scores: CSS=6.08, Synergy_ZIP=-0.786, Synergy_Bliss=-0.294, Synergy_Loewe=-5.68, Synergy_HSA=-2.30. Drug 1: C1CCC(C1)C(CC#N)N2C=C(C=N2)C3=C4C=CNC4=NC=N3. Drug 2: C1CN(P(=O)(OC1)NCCCl)CCCl. Cell line: HOP-92. (3) Synergy scores: CSS=27.1, Synergy_ZIP=-1.92, Synergy_Bliss=-2.71, Synergy_Loewe=-18.7, Synergy_HSA=-0.786. Drug 2: CC1C(C(CC(O1)OC2CC(OC(C2O)C)OC3=CC4=CC5=C(C(=O)C(C(C5)C(C(=O)C(C(C)O)O)OC)OC6CC(C(C(O6)C)O)OC7CC(C(C(O7)C)O)OC8CC(C(C(O8)C)O)(C)O)C(=C4C(=C3C)O)O)O)O. Cell line: LOX IMVI. Drug 1: CC1=C2C(C(=O)C3(C(CC4C(C3C(C(C2(C)C)(CC1OC(=O)C(C(C5=CC=CC=C5)NC(=O)OC(C)(C)C)O)O)OC(=O)C6=CC=CC=C6)(CO4)OC(=O)C)OC)C)OC. (4) Drug 1: C1=CC(=CC=C1CCCC(=O)O)N(CCCl)CCCl. Drug 2: COC1=NC(=NC2=C1N=CN2C3C(C(C(O3)CO)O)O)N. Cell line: KM12. Synergy scores: CSS=0.0460, Synergy_ZIP=-4.45, Synergy_Bliss=-10.5, Synergy_Loewe=-1.79, Synergy_HSA=-4.31. (5) Drug 1: C1C(C(OC1N2C=C(C(=O)NC2=O)F)CO)O. Synergy scores: CSS=24.3, Synergy_ZIP=-1.48, Synergy_Bliss=-6.63, Synergy_Loewe=-16.0, Synergy_HSA=-6.38. Drug 2: CC1CCCC2(C(O2)CC(NC(=O)CC(C(C(=O)C(C1O)C)(C)C)O)C(=CC3=CSC(=N3)C)C)C. Cell line: T-47D. (6) Drug 1: CC1C(C(CC(O1)OC2CC(CC3=C2C(=C4C(=C3O)C(=O)C5=C(C4=O)C(=CC=C5)OC)O)(C(=O)C)O)N)O.Cl. Drug 2: C1=NNC2=C1C(=O)NC=N2. Cell line: DU-145. Synergy scores: CSS=16.5, Synergy_ZIP=-3.20, Synergy_Bliss=2.16, Synergy_Loewe=1.23, Synergy_HSA=2.00. (7) Drug 1: COC1=C(C=C2C(=C1)N=CN=C2NC3=CC(=C(C=C3)F)Cl)OCCCN4CCOCC4. Drug 2: CCCS(=O)(=O)NC1=C(C(=C(C=C1)F)C(=O)C2=CNC3=C2C=C(C=N3)C4=CC=C(C=C4)Cl)F. Cell line: BT-549. Synergy scores: CSS=21.0, Synergy_ZIP=-2.75, Synergy_Bliss=3.68, Synergy_Loewe=-3.12, Synergy_HSA=1.66. (8) Drug 1: C1=CN(C(=O)N=C1N)C2C(C(C(O2)CO)O)O.Cl. Drug 2: CC1=C(C(=CC=C1)Cl)NC(=O)C2=CN=C(S2)NC3=CC(=NC(=N3)C)N4CCN(CC4)CCO. Cell line: UACC-257. Synergy scores: CSS=5.13, Synergy_ZIP=-2.25, Synergy_Bliss=1.36, Synergy_Loewe=-4.38, Synergy_HSA=-2.41. (9) Drug 1: C1=NC2=C(N=C(N=C2N1C3C(C(C(O3)CO)O)F)Cl)N. Drug 2: CC1=C(C(=O)C2=C(C1=O)N3CC4C(C3(C2COC(=O)N)OC)N4)N. Cell line: SW-620. Synergy scores: CSS=34.5, Synergy_ZIP=1.11, Synergy_Bliss=0.694, Synergy_Loewe=-6.70, Synergy_HSA=1.09. (10) Drug 1: C1CN1C2=NC(=NC(=N2)N3CC3)N4CC4. Drug 2: CC12CCC3C(C1CCC2O)C(CC4=C3C=CC(=C4)O)CCCCCCCCCS(=O)CCCC(C(F)(F)F)(F)F. Cell line: EKVX. Synergy scores: CSS=15.9, Synergy_ZIP=-2.66, Synergy_Bliss=-0.594, Synergy_Loewe=1.24, Synergy_HSA=2.51.